From a dataset of Catalyst prediction with 721,799 reactions and 888 catalyst types from USPTO. Predict which catalyst facilitates the given reaction. (1) Reactant: C(OC(=O)[NH:7][CH:8]1[CH2:13][CH2:12][CH2:11][CH2:10][CH:9]1[C:14](=[O:19])[NH:15][CH2:16][C:17]#[N:18])(C)(C)C. Product: [C:17]([CH2:16][NH:15][C:14]([CH:9]1[CH2:10][CH2:11][CH2:12][CH2:13][CH:8]1[NH2:7])=[O:19])#[N:18]. The catalyst class is: 106. (2) Reactant: [C:1]([O:9][C:10]([CH3:13])([CH3:12])[CH3:11])(=[O:8])[CH2:2][C:3]([O:5][CH2:6][CH3:7])=[O:4].[H-].[Na+].[Cl:16][C:17]1[N:18]=[N:19][C:20](Cl)=[CH:21][CH:22]=1. Product: [Cl:16][C:17]1[N:18]=[N:19][C:20]([CH:2]([C:3]([O:5][CH2:6][CH3:7])=[O:4])[C:1]([O:9][C:10]([CH3:12])([CH3:11])[CH3:13])=[O:8])=[CH:21][CH:22]=1. The catalyst class is: 12. (3) Reactant: [Cl:1][C:2]1[C:3]([N:12]2[CH2:17][CH2:16][N:15]([CH2:18][C:19]3[C:24]([F:25])=[CH:23][CH:22]=[CH:21][C:20]=3[Cl:26])[CH2:14][CH2:13]2)=[C:4]([N+:9]([O-])=O)[C:5]([NH2:8])=[N:6][CH:7]=1.[CH3:27][N:28]([CH3:37])[C:29]1[CH:36]=[CH:35][C:32]([CH:33]=O)=[CH:31][CH:30]=1.[O-]S(S([O-])=O)=O.[Na+].[Na+]. Product: [Cl:1][C:2]1[C:3]([N:12]2[CH2:17][CH2:16][N:15]([CH2:18][C:19]3[C:24]([F:25])=[CH:23][CH:22]=[CH:21][C:20]=3[Cl:26])[CH2:14][CH2:13]2)=[C:4]2[N:9]=[C:33]([C:32]3[CH:35]=[CH:36][C:29]([N:28]([CH3:37])[CH3:27])=[CH:30][CH:31]=3)[NH:8][C:5]2=[N:6][CH:7]=1. The catalyst class is: 8. (4) Reactant: C(=O)([O-])[O-].[K+].[K+].[C:7]1([CH2:13][CH2:14][CH2:15]Br)[CH:12]=[CH:11][CH:10]=[CH:9][CH:8]=1.[F:17][C:18]1[CH:19]=[C:20]([OH:27])[CH:21]=[CH:22][C:23]=1[N+:24]([O-:26])=[O:25].O. Product: [F:17][C:18]1[CH:19]=[C:20]([O:27][CH2:15][CH2:14][CH2:13][C:7]2[CH:12]=[CH:11][CH:10]=[CH:9][CH:8]=2)[CH:21]=[CH:22][C:23]=1[N+:24]([O-:26])=[O:25]. The catalyst class is: 9. (5) Reactant: [CH2:1]([C@@H:5]1[NH:10][CH2:9][C@H:8]([CH2:11][CH:12]([CH3:14])[CH3:13])[NH:7][C:6]1=[O:15])[CH:2]([CH3:4])[CH3:3].[C:16]1([C:22]#[C:23][C:24](O)=[O:25])[CH:21]=[CH:20][CH:19]=[CH:18][CH:17]=1.CN(C(ON1N=NC2C=CC=NC1=2)=[N+](C)C)C.F[P-](F)(F)(F)(F)F.CCN(CC)CC. Product: [CH2:1]([CH:5]1[N:10]([C:24](=[O:25])[C:23]#[C:22][C:16]2[CH:21]=[CH:20][CH:19]=[CH:18][CH:17]=2)[CH2:9][CH:8]([CH2:11][CH:12]([CH3:14])[CH3:13])[NH:7][C:6]1=[O:15])[CH:2]([CH3:4])[CH3:3]. The catalyst class is: 2. (6) Reactant: [CH:1]([C:3]1[CH:8]=[CH:7][C:6](B(O)O)=[CH:5][CH:4]=1)=[O:2].[C:12]([N:15]1[C:24]2[C:19](=[CH:20][C:21](Br)=[CH:22][CH:23]=2)[C@H:18]([NH:26][C:27]2[CH:32]=[CH:31][CH:30]=[CH:29][CH:28]=2)[CH2:17][C@@H:16]1[CH2:33][CH3:34])(=[O:14])[CH3:13].C(=O)([O-])[O-].[K+].[K+]. Product: [C:12]([N:15]1[C:24]2[C:19](=[CH:20][C:21]([C:6]3[CH:7]=[CH:8][C:3]([CH:1]=[O:2])=[CH:4][CH:5]=3)=[CH:22][CH:23]=2)[C@H:18]([NH:26][C:27]2[CH:32]=[CH:31][CH:30]=[CH:29][CH:28]=2)[CH2:17][C@@H:16]1[CH2:33][CH3:34])(=[O:14])[CH3:13]. The catalyst class is: 70. (7) Reactant: Br[C:2]1[CH:7]=[CH:6][C:5]([F:8])=[CH:4][CH:3]=1.C([Li])CCC.CCCCCC.[F:20][C:21]([F:31])([F:30])[C:22]1[CH:29]=[CH:28][C:25]([CH:26]=[O:27])=[CH:24][CH:23]=1.[Cl-].[NH4+]. Product: [F:8][C:5]1[CH:6]=[CH:7][C:2]([CH:26]([C:25]2[CH:24]=[CH:23][C:22]([C:21]([F:20])([F:30])[F:31])=[CH:29][CH:28]=2)[OH:27])=[CH:3][CH:4]=1. The catalyst class is: 1.